From a dataset of Experimentally validated miRNA-target interactions with 360,000+ pairs, plus equal number of negative samples. Binary Classification. Given a miRNA mature sequence and a target amino acid sequence, predict their likelihood of interaction. (1) The miRNA is mmu-miR-30e-5p with sequence UGUAAACAUCCUUGACUGGAAG. Result: 0 (no interaction). The protein sequence of the target gene is MSWSFLTRLLEEIHNHSTFVGKIWLTVLIVFRIVLTAVGGESIYYDEQSKFVCNTEQPGCENVCYDAFAPLSHVRFWVFQIILVATPSVMYLGYAIHKIAKMEHGEADKKAARSKPYAMRWKQHRALEETEEDHEEDPMMYPEMELESEKENKEQSQPKPKHDGRRRIREDGLMKIYVLQLLARTVFEVGFLIGQYFLYGFQVHPFYVCSRLPCPHKIDCFISRPTEKTIFLLIMYGVTGLCLLLNIWEMLHLGFGTIRDSLNSKRRELDDPGAYNYPFTWNTPSAPPGYNIAVKPDQIQ.... (2) The miRNA is hsa-miR-130b-5p with sequence ACUCUUUCCCUGUUGCACUAC. The protein sequence of the target gene is MNKLNFHNNRVMQDRRSVCIFLPNDESLNIIINVKILCHQLLVQVCDLLRLKDCHLFGLSVIQNNEHVYMELSQKLYKYCPKEWKKEASKVRQYEVTWGIDQFGPPMIIHFRVQYYVENGRLISDRAARYYYYWHLRKQVLHSQCVLREEAYFLLAAFALQADLGNFKRNKHYGKYFEPEAYFPSWVVSKRGKDYILKHIPNMHKDQFALTASEAHLKYIKEAVRLDDVAVHYYRLYKDKREIEASLTLGLTMRGIQIFQNLDEEKQLLYDFPWTNVGKLVFVGKKFEILPDGLPSARKL.... Result: 1 (interaction). (3) The miRNA is hsa-miR-922 with sequence GCAGCAGAGAAUAGGACUACGUC. The protein sequence of the target gene is MAFDVSCFFWVVLFSAGCKVITSWDQMCIEKEANKTYNCENLGLSEIPDTLPNTTEFLEFSFNFLPTIHNRTFSRLMNLTFLDLTRCQINWIHEDTFQSHHQLSTLVLTGNPLIFMAETSLNGPKSLKHLFLIQTGISNLEFIPVHNLENLESLYLGSNHISSIKFPKDFPARNLKVLDFQNNAIHYISREDMRSLEQAINLSLNFNGNNVKGIELGAFDSTIFQSLNFGGTPNLSVIFNGLQNSTTQSLWLGTFEDIDDEDISSAMLKGLCEMSVESLNLQEHRFSDISSTTFQCFTQL.... Result: 1 (interaction).